From a dataset of TCR-epitope binding with 47,182 pairs between 192 epitopes and 23,139 TCRs. Binary Classification. Given a T-cell receptor sequence (or CDR3 region) and an epitope sequence, predict whether binding occurs between them. The epitope is EILDITPCSF. The TCR CDR3 sequence is CASSLASGAQGEQFF. Result: 1 (the TCR binds to the epitope).